Dataset: Full USPTO retrosynthesis dataset with 1.9M reactions from patents (1976-2016). Task: Predict the reactants needed to synthesize the given product. (1) Given the product [NH2:10][C:11]1[N:16]=[C:15]([NH:1][C@@H:2]([CH2:6][CH2:7][CH2:8][CH3:9])[CH2:3][CH2:4][OH:5])[C:14]([CH2:18][C:19]2[CH:24]=[CH:23][C:22]([CH2:25][C:26]#[N:27])=[CH:21][C:20]=2[F:28])=[C:13]([CH3:29])[N:12]=1, predict the reactants needed to synthesize it. The reactants are: [NH2:1][C@@H:2]([CH2:6][CH2:7][CH2:8][CH3:9])[CH2:3][CH2:4][OH:5].[NH2:10][C:11]1[N:16]=[C:15](Cl)[C:14]([CH2:18][C:19]2[CH:24]=[CH:23][C:22]([CH2:25][C:26]#[N:27])=[CH:21][C:20]=2[F:28])=[C:13]([CH3:29])[N:12]=1. (2) Given the product [Cl:20][C:21]1[CH:32]=[CH:31][C:24]2[NH:25][C:26]([C@@H:28]([NH:30][C:13](=[O:15])[C:12]3[CH:16]=[CH:17][C:9]([N:3]4[CH2:4][CH2:5][CH2:6][N:7]([CH3:33])[S:2]4(=[O:1])=[O:19])=[C:10]([CH3:18])[CH:11]=3)[CH3:29])=[N:27][C:23]=2[CH:22]=1, predict the reactants needed to synthesize it. The reactants are: [O:1]=[S:2]1(=[O:19])[NH:7][CH2:6][CH2:5][CH:4](C)[N:3]1[C:9]1[CH:17]=[CH:16][C:12]([C:13]([OH:15])=O)=[CH:11][C:10]=1[CH3:18].[Cl:20][C:21]1[CH:32]=[CH:31][C:24]2[NH:25][C:26]([C@@H:28]([NH2:30])[CH3:29])=[N:27][C:23]=2[CH:22]=1.[CH3:33]N(C(ON1N=NC2C=CC=CC1=2)=[N+](C)C)C.[B-](F)(F)(F)F.CN1CCOCC1. (3) Given the product [CH3:1][C:2]1[CH:3]=[C:4]2[C:10]([C:31]3[C:36]([C:37]#[N:38])=[CH:35][N:34]=[C:33]([S:39][CH3:40])[N:32]=3)=[CH:9][N:8]([S:20]([C:23]3[CH:29]=[CH:28][C:26]([CH3:27])=[CH:25][CH:24]=3)(=[O:22])=[O:21])[C:5]2=[N:6][CH:7]=1, predict the reactants needed to synthesize it. The reactants are: [CH3:1][C:2]1[CH:3]=[C:4]2[C:10](B3OC(C)(C)C(C)(C)O3)=[CH:9][N:8]([S:20]([C:23]3[CH:29]=[CH:28][C:26]([CH3:27])=[CH:25][CH:24]=3)(=[O:22])=[O:21])[C:5]2=[N:6][CH:7]=1.Cl[C:31]1[C:36]([C:37]#[N:38])=[CH:35][N:34]=[C:33]([S:39][CH3:40])[N:32]=1.C(=O)([O-])[O-].[K+].[K+]. (4) Given the product [CH2:1]([O:3][CH2:4][C:5]1[N:6]([CH2:19][C:20]([NH:23][C:24]([NH:26][CH:27]([CH3:28])[CH3:29])=[O:25])([CH3:22])[CH3:21])[C:7]2[C:16]3[CH:15]=[CH:14][C:13]([O:17][CH2:31][CH2:32][CH2:33][CH2:34][CH2:35][CH2:36][NH:37][C:38](=[O:44])[O:39][C:40]([CH3:43])([CH3:42])[CH3:41])=[CH:12][C:11]=3[N:10]=[CH:9][C:8]=2[N:18]=1)[CH3:2], predict the reactants needed to synthesize it. The reactants are: [CH2:1]([O:3][CH2:4][C:5]1[N:6]([CH2:19][C:20]([NH:23][C:24]([NH:26][CH:27]([CH3:29])[CH3:28])=[O:25])([CH3:22])[CH3:21])[C:7]2[C:16]3[CH:15]=[CH:14][C:13]([OH:17])=[CH:12][C:11]=3[N:10]=[CH:9][C:8]=2[N:18]=1)[CH3:2].I[CH2:31][CH2:32][CH2:33][CH2:34][CH2:35][CH2:36][NH:37][C:38](=[O:44])[O:39][C:40]([CH3:43])([CH3:42])[CH3:41].